This data is from Catalyst prediction with 721,799 reactions and 888 catalyst types from USPTO. The task is: Predict which catalyst facilitates the given reaction. Reactant: [NH2:1][C@H:2]1[CH2:7][C@@H:6]([CH3:8])[CH2:5][N:4]([C:9]2[CH:14]=[CH:13][N:12]=[CH:11][C:10]=2[NH:15][C:16]([C:18]2[C:27]([NH:28]C(=O)OCC3C=CC=CC=3)=[CH:26][C:25]3[C:20](=[CH:21][C:22]([N:39]4[CH2:44][CH2:43][NH:42][C:41](=[O:45])[CH2:40]4)=[CH:23][CH:24]=3)[N:19]=2)=[O:17])[CH2:3]1.[H][H]. Product: [NH2:28][C:27]1[C:18]([C:16]([NH:15][C:10]2[CH:11]=[N:12][CH:13]=[CH:14][C:9]=2[N:4]2[CH2:5][C@H:6]([CH3:8])[CH2:7][C@H:2]([NH2:1])[CH2:3]2)=[O:17])=[N:19][C:20]2[C:25]([CH:26]=1)=[CH:24][CH:23]=[C:22]([N:39]1[CH2:44][CH2:43][NH:42][C:41](=[O:45])[CH2:40]1)[CH:21]=2. The catalyst class is: 19.